The task is: Predict the product of the given reaction.. This data is from Forward reaction prediction with 1.9M reactions from USPTO patents (1976-2016). (1) Given the reactants C([O-])(O)=O.[Na+].Cl.[F:7][C:8]1[CH:13]=[CH:12][C:11]([O:14][CH2:15][CH2:16][C:17]([N:19]2[CH2:24][CH2:23][NH:22][CH2:21][CH2:20]2)=[O:18])=[CH:10][CH:9]=1.[Cl:25][C:26]1[CH:27]=[CH:28][C:29](F)=[C:30]([CH:33]=1)[C:31]#[N:32], predict the reaction product. The product is: [Cl:25][C:26]1[CH:27]=[CH:28][C:29]([N:22]2[CH2:21][CH2:20][N:19]([C:17](=[O:18])[CH2:16][CH2:15][O:14][C:11]3[CH:12]=[CH:13][C:8]([F:7])=[CH:9][CH:10]=3)[CH2:24][CH2:23]2)=[C:30]([CH:33]=1)[C:31]#[N:32]. (2) Given the reactants C[Si]([N-][Si](C)(C)C)(C)C.[Na+].C(OC([N:18]1[C:22]([NH2:23])=[CH:21][C:20]([CH2:24][CH2:25][C:26]2[CH:31]=[C:30]([O:32][CH3:33])[CH:29]=[C:28]([O:34][CH3:35])[CH:27]=2)=[N:19]1)=O)(C)(C)C.[OH:36][CH2:37][CH2:38][O:39][C:40]1[CH:49]=[CH:48][C:43]([C:44](OC)=[O:45])=[CH:42][CH:41]=1, predict the reaction product. The product is: [CH3:33][O:32][C:30]1[CH:31]=[C:26]([CH2:25][CH2:24][C:20]2[NH:19][N:18]=[C:22]([NH:23][C:44](=[O:45])[C:43]3[CH:42]=[CH:41][C:40]([O:39][CH2:38][CH2:37][OH:36])=[CH:49][CH:48]=3)[CH:21]=2)[CH:27]=[C:28]([O:34][CH3:35])[CH:29]=1. (3) Given the reactants Cl.[N:2]1[CH:7]=[CH:6][CH:5]=[CH:4][C:3]=1[N:8]([CH2:32][CH2:33][C:34]([O:36][CH2:37][CH3:38])=[O:35])[C:9]([C:11]1[CH:31]=[CH:30][C:14]2[N:15]([CH3:29])[C:16]([CH2:18][CH2:19][C:20]3[CH:25]=[CH:24][C:23]([C:26](=[NH:28])[NH2:27])=[CH:22][CH:21]=3)=[N:17][C:13]=2[CH:12]=1)=[O:10].[C:39](Cl)(=[O:46])[C:40]1[CH:45]=[CH:44][CH:43]=[N:42][CH:41]=1, predict the reaction product. The product is: [N:2]1[CH:7]=[CH:6][CH:5]=[CH:4][C:3]=1[N:8]([CH2:32][CH2:33][C:34]([O:36][CH2:37][CH3:38])=[O:35])[C:9]([C:11]1[CH:31]=[CH:30][C:14]2[N:15]([CH3:29])[C:16]([CH2:18][CH2:19][C:20]3[CH:25]=[CH:24][C:23]([C:26](=[NH:27])[NH:28][C:39](=[O:46])[C:40]4[CH:45]=[CH:44][CH:43]=[N:42][CH:41]=4)=[CH:22][CH:21]=3)=[N:17][C:13]=2[CH:12]=1)=[O:10].